Binary Classification. Given a T-cell receptor sequence (or CDR3 region) and an epitope sequence, predict whether binding occurs between them. From a dataset of TCR-epitope binding with 47,182 pairs between 192 epitopes and 23,139 TCRs. (1) The epitope is KMQRMLLEK. The TCR CDR3 sequence is CASSLGANTIYF. Result: 0 (the TCR does not bind to the epitope). (2) The epitope is VSFIEFVGW. The TCR CDR3 sequence is CATSSEWETQYF. Result: 0 (the TCR does not bind to the epitope). (3) The epitope is GTHWFVTQR. The TCR CDR3 sequence is CASSLRDGTYEQYF. Result: 1 (the TCR binds to the epitope).